Dataset: Reaction yield outcomes from USPTO patents with 853,638 reactions. Task: Predict the reaction yield, written as a fraction of the theoretical maximum amount of product (1.0 means a 100% yield; for example, 0.34 means a 34% yield). (1) The catalyst is CN(C)C=O. The reactants are [CH2:1]1[C:9]2[C:4](=[CH:5][CH:6]=[CH:7][CH:8]=2)[CH2:3][CH:2]1[C@H:10]1[NH:15][C:14](=[O:16])[C@@H:13]([CH:17]([CH2:20][CH3:21])[CH2:18][CH3:19])[N:12]([CH2:22][C:23]2[CH:28]=[CH:27][CH:26]=[CH:25][C:24]=2[NH:29][S:30]([CH3:33])(=[O:32])=[O:31])[C:11]1=[O:34].[C:35](=O)([O-])[O-].[K+].[K+].IC. The yield is 0.340. The product is [CH2:1]1[C:9]2[C:4](=[CH:5][CH:6]=[CH:7][CH:8]=2)[CH2:3][CH:2]1[C@H:10]1[NH:15][C:14](=[O:16])[C@@H:13]([CH:17]([CH2:18][CH3:19])[CH2:20][CH3:21])[N:12]([CH2:22][C:23]2[CH:28]=[CH:27][CH:26]=[CH:25][C:24]=2[N:29]([CH3:35])[S:30]([CH3:33])(=[O:31])=[O:32])[C:11]1=[O:34]. (2) The reactants are [CH3:1][O:2][C:3](=[O:11])[CH2:4][CH2:5][CH2:6][C:7]#[C:8][CH2:9]O.C1(P(C2C=CC=CC=2)C2C=CC=CC=2)C=CC=CC=1.N1C=CN=C1.II.C([I:41])C#C. The catalyst is ClCCl. The product is [CH3:1][O:2][C:3](=[O:11])[CH2:4][CH2:5][CH2:6][C:7]#[C:8][CH2:9][I:41]. The yield is 0.830. (3) The reactants are [CH2:1]([N:9]1[C:17]2[C:12](=[CH:13][C:14]([C:18]3[CH:19]=[C:20]([CH3:24])[CH:21]=[CH:22][CH:23]=3)=[CH:15][CH:16]=2)[C:11]([CH:25]=[O:26])=[CH:10]1)[CH2:2][CH2:3][CH2:4][CH2:5][CH2:6][CH2:7][CH3:8].[K].OO.[O-:30][Mn](=O)(=O)=O.[K+]. The catalyst is CC(C)=O.O. The product is [CH2:1]([N:9]1[C:17]2[C:12](=[CH:13][C:14]([C:18]3[CH:19]=[C:20]([CH3:24])[CH:21]=[CH:22][CH:23]=3)=[CH:15][CH:16]=2)[C:11]([C:25]([OH:30])=[O:26])=[CH:10]1)[CH2:2][CH2:3][CH2:4][CH2:5][CH2:6][CH2:7][CH3:8]. The yield is 0.620.